This data is from Full USPTO retrosynthesis dataset with 1.9M reactions from patents (1976-2016). The task is: Predict the reactants needed to synthesize the given product. (1) Given the product [NH2:1][C:2]1[N:7]=[CH:6][C:5]([C:8]2[CH:9]=[CH:10][C:11]3[N:12]([CH:14]=[C:15]([NH:17][C:18](=[O:33])[CH2:19][O:20][C@@H:21]4[CH2:25][CH2:24][NH:23][CH2:22]4)[N:16]=3)[CH:13]=2)=[CH:4][C:3]=1[C:34]([F:35])([F:37])[F:36], predict the reactants needed to synthesize it. The reactants are: [NH2:1][C:2]1[N:7]=[CH:6][C:5]([C:8]2[CH:9]=[CH:10][C:11]3[N:12]([CH:14]=[C:15]([NH:17][C:18](=[O:33])[CH2:19][O:20][C@@H:21]4[CH2:25][CH2:24][N:23](C(OC(C)(C)C)=O)[CH2:22]4)[N:16]=3)[CH:13]=2)=[CH:4][C:3]=1[C:34]([F:37])([F:36])[F:35]. (2) Given the product [CH3:1][O:2][CH:3]1[CH2:10][CH:9]2[CH:5]([CH2:6][CH:7]([O:11][S:20]([CH3:19])(=[O:22])=[O:21])[CH2:8]2)[CH2:4]1, predict the reactants needed to synthesize it. The reactants are: [CH3:1][O:2][CH:3]1[CH2:10][CH:9]2[CH:5]([CH2:6][CH:7]([OH:11])[CH2:8]2)[CH2:4]1.C(N(CC)CC)C.[CH3:19][S:20](Cl)(=[O:22])=[O:21].O. (3) Given the product [OH:33][C:34]1[CH:43]=[C:42]([OH:44])[CH:41]=[C:40]2[C:35]=1[C:36](=[O:52])[CH:37]=[C:38]([C:46]1[CH:51]=[CH:50][CH:49]=[CH:48][CH:47]=1)[O:39]2, predict the reactants needed to synthesize it. The reactants are: C(OP(CC=CCOC1C=CC=CC=1C(Cl)=O)(=O)OCC)C.[H-].[Na+].Cl.C(=O)([O-])[O-].[Na+].[Na+].C[O:33][C:34]1[CH:43]=[C:42]([O:44]C)[CH:41]=[C:40]2[C:35]=1[C:36](=[O:52])[CH:37]=[C:38]([C:46]1[CH:51]=[CH:50][CH:49]=[CH:48][CH:47]=1)[O:39]2. (4) Given the product [Cl:11][C:12]1[CH:18]=[CH:17][C:15]([NH:16][C:6](=[O:7])[C:5]2[CH:9]=[CH:10][C:2]([F:1])=[CH:3][CH:4]=2)=[C:14]([C:6](=[O:7])[C:5]2[CH:9]=[CH:10][C:2]([F:1])=[CH:3][CH:4]=2)[CH:13]=1, predict the reactants needed to synthesize it. The reactants are: [F:1][C:2]1[CH:10]=[CH:9][C:5]([C:6](Cl)=[O:7])=[CH:4][CH:3]=1.[Cl:11][C:12]1[CH:18]=[CH:17][C:15]([NH2:16])=[CH:14][CH:13]=1.Cl. (5) Given the product [O:15]1[C:19]2[CH:20]=[CH:21][CH:22]=[CH:23][C:18]=2[CH:17]=[C:16]1[CH:24]([C:2]1[CH:7]=[CH:6][C:5]([F:8])=[CH:4][C:3]=1[CH3:9])[NH:25][S:26]([C:29]1[CH:39]=[CH:38][C:32]2[O:33][CH2:34][CH2:35][CH2:36][O:37][C:31]=2[CH:30]=1)(=[O:27])=[O:28], predict the reactants needed to synthesize it. The reactants are: Br[C:2]1[CH:7]=[CH:6][C:5]([F:8])=[CH:4][C:3]=1[CH3:9].C([Li])CCC.[O:15]1[C:19]2[CH:20]=[CH:21][CH:22]=[CH:23][C:18]=2[CH:17]=[C:16]1[CH:24]=[N:25][S:26]([C:29]1[CH:39]=[CH:38][C:32]2[O:33][CH2:34][CH2:35][CH2:36][O:37][C:31]=2[CH:30]=1)(=[O:28])=[O:27]. (6) Given the product [NH:10]1[C:9]([C:12]2[CH:17]=[CH:16][CH:15]=[CH:14][C:13]=2[C:18]2[CH:23]=[CH:22][C:21]([CH2:24][OH:25])=[CH:20][CH:19]=2)=[N:8][N:7]=[N:11]1, predict the reactants needed to synthesize it. The reactants are: O1CCCCC1[N:7]1[N:11]=[N:10][C:9]([C:12]2[CH:17]=[CH:16][CH:15]=[CH:14][C:13]=2[C:18]2[CH:23]=[CH:22][C:21]([CH2:24][O:25]C3CCCCO3)=[CH:20][CH:19]=2)=[N:8]1.C(O)C.S(=O)(=O)(O)O.[OH-].[Na+]. (7) Given the product [Si:23]([O:30][CH2:31][CH:32]([CH2:39][O:40][Si:41]([C:44]([CH3:45])([CH3:47])[CH3:46])([CH3:42])[CH3:43])[CH2:33][O:1][C:2]1[CH:9]=[C:8]([O:10][CH3:11])[C:7]([C:12]2[S:13][CH:14]=[CH:15][CH:16]=2)=[CH:6][C:3]=1[CH:4]=[O:5])([C:26]([CH3:29])([CH3:28])[CH3:27])([CH3:25])[CH3:24], predict the reactants needed to synthesize it. The reactants are: [OH:1][C:2]1[CH:9]=[C:8]([O:10][CH3:11])[C:7]([C:12]2[S:13][CH:14]=[CH:15][CH:16]=2)=[CH:6][C:3]=1[CH:4]=[O:5].C(=O)([O-])[O-].[K+].[K+].[Si:23]([O:30][CH2:31][CH:32]([CH2:39][O:40][Si:41]([C:44]([CH3:47])([CH3:46])[CH3:45])([CH3:43])[CH3:42])[CH2:33]OS(C)(=O)=O)([C:26]([CH3:29])([CH3:28])[CH3:27])([CH3:25])[CH3:24].